This data is from Retrosynthesis with 50K atom-mapped reactions and 10 reaction types from USPTO. The task is: Predict the reactants needed to synthesize the given product. (1) Given the product OC1(c2ccc(Cl)c(C(F)(F)F)c2)CCN(C2CCC(c3ccc(F)cc3)(c3ccc(F)cc3)CC2)CC1, predict the reactants needed to synthesize it. The reactants are: O=C1CCC(c2ccc(F)cc2)(c2ccc(F)cc2)CC1.OC1(c2ccc(Cl)c(C(F)(F)F)c2)CCNCC1. (2) Given the product CC(C)CC(=O)N[C@H]1CC[C@H](CCN2CCCCC2c2coc3cccc-3c2)CC1, predict the reactants needed to synthesize it. The reactants are: CC(C)CC(=O)O.N[C@H]1CC[C@H](CCN2CCCCC2c2coc3cccc-3c2)CC1.